Predict the product of the given reaction. From a dataset of Forward reaction prediction with 1.9M reactions from USPTO patents (1976-2016). Given the reactants [N+:1]([C:4]1[CH:9]=[CH:8][C:7]([N:10]2[CH2:15][CH2:14][S:13][CH2:12][CH2:11]2)=[CH:6][CH:5]=1)([O-])=O, predict the reaction product. The product is: [N:10]1([C:7]2[CH:6]=[CH:5][C:4]([NH2:1])=[CH:9][CH:8]=2)[CH2:11][CH2:12][S:13][CH2:14][CH2:15]1.